From a dataset of Forward reaction prediction with 1.9M reactions from USPTO patents (1976-2016). Predict the product of the given reaction. (1) The product is: [Br:1][C:2]1[CH:3]=[C:4]([N:8]2[CH2:13][CH2:12][N:11]([C:25]([O:24][C:21]([CH3:23])([CH3:22])[CH3:20])=[O:26])[CH2:10][CH2:9]2)[CH:5]=[CH:6][CH:7]=1. Given the reactants [Br:1][C:2]1[CH:3]=[C:4]([N:8]2[CH2:13][CH2:12][NH:11][CH2:10][CH2:9]2)[CH:5]=[CH:6][CH:7]=1.C([O-])([O-])=O.[Na+].[Na+].[CH3:20][C:21]([O:24][C:25](O[C:25]([O:24][C:21]([CH3:23])([CH3:22])[CH3:20])=[O:26])=[O:26])([CH3:23])[CH3:22].O, predict the reaction product. (2) Given the reactants Br[C:2]1[CH:3]=[C:4]2[C:8](=[CH:9][CH:10]=1)[CH2:7][CH2:6][CH2:5]2.CC1(C)COB(B2OCC(C)(C)CO2)OC1.C([O-])(=O)C.[K+].Br[C:33]1[CH:34]=[C:35]2[C:39](=[CH:40][C:41]=1[Cl:42])[NH:38][N:37]=[C:36]2[C:43]([OH:45])=[O:44].C(=O)([O-])[O-].[K+].[K+].Cl, predict the reaction product. The product is: [Cl:42][C:41]1[CH:40]=[C:39]2[C:35]([C:36]([C:43]([OH:45])=[O:44])=[N:37][NH:38]2)=[CH:34][C:33]=1[C:2]1[CH:3]=[C:4]2[C:8](=[CH:9][CH:10]=1)[CH2:7][CH2:6][CH2:5]2.